Task: Predict which catalyst facilitates the given reaction.. Dataset: Catalyst prediction with 721,799 reactions and 888 catalyst types from USPTO (1) Reactant: [NH2:1][C:2]1[CH:10]=[CH:9][CH:8]=[C:7]([F:11])[C:3]=1[C:4]([OH:6])=[O:5].O=[C:13]1[CH2:18][CH2:17][N:16]([C:19]([O:21][C:22]([CH3:25])([CH3:24])[CH3:23])=[O:20])[CH2:15][CH2:14]1.[B-]C#N.[Na+]. Product: [C:22]([O:21][C:19]([N:16]1[CH2:17][CH2:18][CH:13]([NH:1][C:2]2[CH:10]=[CH:9][CH:8]=[C:7]([F:11])[C:3]=2[C:4]([OH:6])=[O:5])[CH2:14][CH2:15]1)=[O:20])([CH3:25])([CH3:23])[CH3:24]. The catalyst class is: 5. (2) Reactant: P(Cl)(Cl)(OP(Cl)(Cl)=O)=O.[N+:10]([C:13]1[CH:21]=[CH:20][CH:19]=[C:18]2[C:14]=1[CH:15]=[CH:16][NH:17]2)([O-:12])=[O:11].[O:22]=[C:23](N1CCCC1)[C:24]([O:26][CH3:27])=[O:25].C(=O)([O-])O.[Na+]. Product: [N+:10]([C:13]1[CH:21]=[CH:20][CH:19]=[C:18]2[C:14]=1[C:15]([C:23](=[O:22])[C:24]([O:26][CH3:27])=[O:25])=[CH:16][NH:17]2)([O-:12])=[O:11]. The catalyst class is: 5. (3) Reactant: [OH-].[Na+].[CH3:3][O:4][C:5](=[O:27])[CH2:6][CH:7]1[C:11](O)([C:12]2[CH:17]=[CH:16][CH:15]=[CH:14][CH:13]=2)[N:10]([C:19]2[N:20]=[N:21][C:22]([Cl:25])=[CH:23][CH:24]=2)[N:9]=[C:8]1[CH3:26]. Product: [CH3:3][O:4][C:5](=[O:27])[CH2:6][C:7]1[C:8]([CH3:26])=[N:9][N:10]([C:19]2[N:20]=[N:21][C:22]([Cl:25])=[CH:23][CH:24]=2)[C:11]=1[C:12]1[CH:13]=[CH:14][CH:15]=[CH:16][CH:17]=1. The catalyst class is: 5. (4) Reactant: [Cl:1][C:2]1[N:7]=[C:6](Cl)[C:5]([C:9]([NH2:11])=[O:10])=[CH:4][N:3]=1.C1COCC1.[O:17]([C:24]1[CH:29]=[CH:28][C:27]([OH:30])=[CH:26][CH:25]=1)[C:18]1[CH:23]=[CH:22][CH:21]=[CH:20][CH:19]=1.[H-].[Na+]. Product: [Cl:1][C:2]1[N:7]=[C:6]([O:30][C:27]2[CH:26]=[CH:25][C:24]([O:17][C:18]3[CH:23]=[CH:22][CH:21]=[CH:20][CH:19]=3)=[CH:29][CH:28]=2)[C:5]([C:9]([NH2:11])=[O:10])=[CH:4][N:3]=1. The catalyst class is: 662. (5) Reactant: Cl.Cl.[OH:3][C@H:4]1[CH2:16][N:7]2[CH2:8][C@@H:9]([C:12]([O:14][CH3:15])=[O:13])[NH:10][CH2:11][C@H:6]2[CH2:5]1.C(N(C(C)C)C(C)C)C.[C:26]([O:30][C:31]([NH:33][C@@H:34]([CH:38]1[CH2:43][CH2:42][CH2:41][CH2:40][CH2:39]1)[C:35](O)=[O:36])=[O:32])([CH3:29])([CH3:28])[CH3:27].F[P-](F)(F)(F)(F)F.N1(OC(N(C)C)=[N+](C)C)C2N=CC=CC=2N=N1. Product: [C:26]([O:30][C:31]([NH:33][C@@H:34]([CH:38]1[CH2:39][CH2:40][CH2:41][CH2:42][CH2:43]1)[C:35]([N:10]1[C@H:9]([C:12]([O:14][CH3:15])=[O:13])[CH2:8][N:7]2[CH2:16][C@H:4]([OH:3])[CH2:5][C@@H:6]2[CH2:11]1)=[O:36])=[O:32])([CH3:29])([CH3:27])[CH3:28]. The catalyst class is: 288. (6) Reactant: C([O:3][C:4](=O)[CH2:5][C:6]1[N:7]=[C:8]([C:11]2[CH:16]=[CH:15][C:14]([Cl:17])=[CH:13][CH:12]=2)[S:9][CH:10]=1)C.CC(C[AlH]CC(C)C)C. Product: [Cl:17][C:14]1[CH:13]=[CH:12][C:11]([C:8]2[S:9][CH:10]=[C:6]([CH2:5][CH2:4][OH:3])[N:7]=2)=[CH:16][CH:15]=1. The catalyst class is: 1.